Dataset: Full USPTO retrosynthesis dataset with 1.9M reactions from patents (1976-2016). Task: Predict the reactants needed to synthesize the given product. (1) Given the product [F:1][C:2]1([F:28])[C:11]2([F:12])[C:6]([F:21])([C:7]([F:19])([F:20])[C:8]([F:18])([F:17])[C:9]([F:16])([F:15])[C:10]2([F:14])[F:13])[C:5]([F:22])([F:23])[C:4]([F:24])([F:25])[C:3]1([F:26])[F:27], predict the reactants needed to synthesize it. The reactants are: [F:1][C:2]1([F:28])[C:11]2([F:12])[C:6]([F:21])([C:7]([F:20])([F:19])[C:8]([F:18])([F:17])[C:9]([F:16])([F:15])[C:10]2([F:14])[F:13])[C:5]([F:23])([F:22])[C:4]([F:25])([F:24])[C:3]1([F:27])[F:26].O.C(=O)CCCC=O. (2) Given the product [Cl:7][C:8]1[CH:9]=[CH:10][C:11]([N+:17]([O-:19])=[O:18])=[C:12]([CH:16]=1)[C:13]([O:15][CH3:1])=[O:14], predict the reactants needed to synthesize it. The reactants are: [C:1](=O)([O-])[O-].[K+].[K+].[Cl:7][C:8]1[CH:9]=[CH:10][C:11]([N+:17]([O-:19])=[O:18])=[C:12]([CH:16]=1)[C:13]([OH:15])=[O:14].S(OC)(OC)(=O)=O. (3) Given the product [NH2:18][CH:16]([C:13]1[N:12]=[N:11][C:10]([NH:9][C:6]2[CH:7]=[CH:8][C:3]([O:2][CH3:1])=[CH:4][CH:5]=2)=[N:15][CH:14]=1)[CH3:17], predict the reactants needed to synthesize it. The reactants are: [CH3:1][O:2][C:3]1[CH:8]=[CH:7][C:6]([NH:9][C:10]2[N:11]=[N:12][C:13]([CH:16]([NH:18]C(=O)OC(C)(C)C)[CH3:17])=[CH:14][N:15]=2)=[CH:5][CH:4]=1.Cl. (4) Given the product [Br:1][C:2]1[CH:3]=[C:4]([N:8]2[C:16]3[CH:15]=[C:14]([Cl:17])[N:13]=[CH:12][C:11]=3[C:10]([C:18]([NH2:24])=[O:20])=[N:9]2)[CH:5]=[CH:6][CH:7]=1, predict the reactants needed to synthesize it. The reactants are: [Br:1][C:2]1[CH:3]=[C:4]([N:8]2[C:16]3[CH:15]=[C:14]([Cl:17])[N:13]=[CH:12][C:11]=3[C:10]([C:18]([O:20]C)=O)=[N:9]2)[CH:5]=[CH:6][CH:7]=1.C([NH2:24])=O.C[O-].[Na+].